From a dataset of Catalyst prediction with 721,799 reactions and 888 catalyst types from USPTO. Predict which catalyst facilitates the given reaction. Reactant: [CH:1]([C:3]1[CH:4]=[C:5]([CH:11]=[CH:12][CH:13]=1)[O:6][CH2:7][C:8](O)=[O:9])=[O:2].C(Cl)(=O)C([Cl:17])=O. Product: [CH:1]([C:3]1[CH:4]=[C:5]([CH:11]=[CH:12][CH:13]=1)[O:6][CH2:7][C:8]([Cl:17])=[O:9])=[O:2]. The catalyst class is: 120.